The task is: Predict the reaction yield, written as a fraction of the theoretical maximum amount of product (1.0 means a 100% yield; for example, 0.34 means a 34% yield).. This data is from Reaction yield outcomes from USPTO patents with 853,638 reactions. (1) The reactants are [CH2:1]([N:4]1[C:9]([NH2:10])=[C:8]([NH2:11])[C:7](=[O:12])[N:6]([CH2:13][C:14]2[CH:19]=[CH:18][C:17]([Cl:20])=[CH:16][CH:15]=2)[C:5]1=[O:21])[CH:2]=[CH2:3].[C:22]1(=O)[CH2:27][CH2:26][CH2:25][CH2:24][C:23]1=O. No catalyst specified. The product is [CH2:1]([N:4]1[C:9]2[C:8](=[N:11][C:22]3[CH2:27][CH2:26][CH2:25][CH2:24][C:23]=3[N:10]=2)[C:7](=[O:12])[N:6]([CH2:13][C:14]2[CH:19]=[CH:18][C:17]([Cl:20])=[CH:16][CH:15]=2)[C:5]1=[O:21])[CH:2]=[CH2:3]. The yield is 0.690. (2) The reactants are [Cl:1][C:2]1[N:6]([CH3:7])[N:5]=[CH:4][C:3]=1/[CH:8]=[N:9]/[S@:10]([C:12]([CH3:15])([CH3:14])[CH3:13])=[O:11].[CH3:16][Mg]Br.[Cl-].[NH4+]. The catalyst is C1COCC1. The product is [Cl:1][C:2]1[N:6]([CH3:7])[N:5]=[CH:4][C:3]=1[C@H:8]([NH:9][S@:10]([C:12]([CH3:15])([CH3:14])[CH3:13])=[O:11])[CH3:16]. The yield is 0.864. (3) The reactants are Br[C:2]1[C:3]2[C:8]([C:9]([C:16]3[CH:21]=[CH:20][CH:19]=[CH:18][CH:17]=3)=[C:10]3[C:15]=1[CH:14]=[CH:13][CH:12]=[CH:11]3)=[CH:7][CH:6]=[CH:5][CH:4]=2.[Li]CCCC.[I:27]I.S([O-])([O-])(=O)=S.[Na+].[Na+]. The catalyst is O1CCCC1.CCCCCC. The product is [I:27][C:2]1[C:3]2[C:8]([C:9]([C:16]3[CH:21]=[CH:20][CH:19]=[CH:18][CH:17]=3)=[C:10]3[C:15]=1[CH:14]=[CH:13][CH:12]=[CH:11]3)=[CH:7][CH:6]=[CH:5][CH:4]=2. The yield is 0.830. (4) The reactants are [C:1]([NH:4][C:5]1[CH:10]=[CH:9][C:8]([C:11](=[C:25]2[CH2:30][CH2:29][NH:28][CH2:27][CH2:26]2)[C:12]2[CH:24]=[CH:23][C:15]([C:16]([N:18]([CH2:21][CH3:22])[CH2:19][CH3:20])=[O:17])=[CH:14][CH:13]=2)=[CH:7][CH:6]=1)(=[O:3])[CH3:2].[C:31](=O)([O-])[O-].[K+].[K+].Cl.ClC[C:40]1[N:41]=[CH:42][S:43][CH:44]=1. The catalyst is CN(C=O)C. The product is [C:1]([NH:4][C:5]1[CH:6]=[CH:7][C:8]([C:11](=[C:25]2[CH2:26][CH2:27][N:28]([CH2:31][C:42]3[S:43][CH:44]=[CH:40][N:41]=3)[CH2:29][CH2:30]2)[C:12]2[CH:24]=[CH:23][C:15]([C:16]([N:18]([CH2:19][CH3:20])[CH2:21][CH3:22])=[O:17])=[CH:14][CH:13]=2)=[CH:9][CH:10]=1)(=[O:3])[CH3:2]. The yield is 0.300. (5) The reactants are [CH:1]1([CH2:6][O:7][C:8]2[C:13]([S:14][C:15]3[CH:16]=[C:17]([NH:21]C(=O)C)[CH:18]=[CH:19][CH:20]=3)=[CH:12][N:11]=[C:10]([N:25]3[CH2:30][CH2:29][N:28]([CH3:31])[CH2:27][CH2:26]3)[N:9]=2)[CH2:5][CH2:4][CH2:3][CH2:2]1.B(F)(F)F.CO.CCN(CC)CC. The catalyst is CO. The product is [CH:1]1([CH2:6][O:7][C:8]2[C:13]([S:14][C:15]3[CH:16]=[C:17]([CH:18]=[CH:19][CH:20]=3)[NH2:21])=[CH:12][N:11]=[C:10]([N:25]3[CH2:30][CH2:29][N:28]([CH3:31])[CH2:27][CH2:26]3)[N:9]=2)[CH2:2][CH2:3][CH2:4][CH2:5]1. The yield is 0.870. (6) The reactants are [N:1]([C@H:4]1[CH2:9][CH2:8][C@H:7]([NH:10][C:11]([O:13][C:14]([CH3:17])([CH3:16])[CH3:15])=[O:12])[CH:6]=[CH:5]1)=[N+]=[N-].C1(P(C2C=CC=CC=2)C2C=CC=CC=2)C=CC=CC=1. The catalyst is C1COCC1.O. The product is [NH2:1][C@H:4]1[CH2:9][CH2:8][C@H:7]([NH:10][C:11]([O:13][C:14]([CH3:17])([CH3:16])[CH3:15])=[O:12])[CH:6]=[CH:5]1. The yield is 0.310. (7) The reactants are [O:1]1[CH2:6][CH2:5][O:4][C:3]2[CH:7]=[C:8]([C:11]([OH:13])=O)[CH:9]=[CH:10][C:2]1=2.CN(C(ON1N=NC2C1=CC=CC=2)=[N+](C)C)C.F[P-](F)(F)(F)(F)F.C(N(C(C)C)CC)(C)C.Cl.[N:48]12[CH2:55][CH2:54][CH:51]([CH2:52][CH2:53]1)[C@@H:50]([NH2:56])[CH2:49]2. The catalyst is C(Cl)(Cl)Cl. The product is [N:48]12[CH2:55][CH2:54][CH:51]([CH2:52][CH2:53]1)[C@@H:50]([NH:56][C:11]([C:8]1[CH:9]=[CH:10][C:2]3[O:1][CH2:6][CH2:5][O:4][C:3]=3[CH:7]=1)=[O:13])[CH2:49]2. The yield is 0.760. (8) The yield is 0.640. The catalyst is C(O)C. The product is [C:1]([CH2:4][CH2:5][C:6]1[C:7]([C:12]([OH:14])=[O:13])=[C:8]([CH3:11])[NH:9][CH:10]=1)([OH:3])=[O:2]. The reactants are [C:1]([CH2:4][CH2:5][C:6]1[C:7]([C:12]([O:14]CC)=[O:13])=[C:8]([CH3:11])[NH:9][CH:10]=1)([OH:3])=[O:2].[OH-].[K+]. (9) The product is [CH3:67][C:44]1([CH3:68])[S:43][C:47]([C:49]2[NH:50][C:51]3[C:56]([CH:57]=2)=[CH:55][CH:54]=[CH:53][C:52]=3[NH:58][S:59]([C:62]2[S:63][CH:64]=[CH:65][CH:66]=2)(=[O:61])=[O:60])=[N:46][CH2:45]1. The reactants are C1(P(=O)(C2C=CC=CC=2)C2C=CC=CC=2)C=CC=CC=1.FC(F)(F)S(OS(C(F)(F)F)(=O)=O)(=O)=O.C([S:43][C:44]([CH3:68])([CH3:67])[CH2:45][NH:46][C:47]([C:49]1[NH:50][C:51]2[C:56]([CH:57]=1)=[CH:55][CH:54]=[CH:53][C:52]=2[NH:58][S:59]([C:62]1[S:63][CH:64]=[CH:65][CH:66]=1)(=[O:61])=[O:60])=O)C1C=CC=CC=1. The catalyst is ClCCl. The yield is 0.0800.